From a dataset of Forward reaction prediction with 1.9M reactions from USPTO patents (1976-2016). Predict the product of the given reaction. Given the reactants [NH2:1][N:2]1[N:11]=[C:10]([C:12]2[CH:17]=[CH:16][CH:15]=[CH:14][CH:13]=2)[C:9]2[C:4](=[CH:5][CH:6]=[C:7]([F:18])[CH:8]=2)[C:3]1=[O:19].[C:20]12([CH2:30][C:31](O)=[O:32])[CH2:29][CH:24]3[CH2:25][CH:26]([CH2:28][CH:22]([CH2:23]3)[CH2:21]1)[CH2:27]2, predict the reaction product. The product is: [C:20]12([CH2:30][C:31]([NH:1][N:2]3[N:11]=[C:10]([C:12]4[CH:17]=[CH:16][CH:15]=[CH:14][CH:13]=4)[C:9]4[C:4](=[CH:5][CH:6]=[C:7]([F:18])[CH:8]=4)[C:3]3=[O:19])=[O:32])[CH2:27][CH:26]3[CH2:25][CH:24]([CH2:23][CH:22]([CH2:28]3)[CH2:21]1)[CH2:29]2.